From a dataset of Catalyst prediction with 721,799 reactions and 888 catalyst types from USPTO. Predict which catalyst facilitates the given reaction. (1) Reactant: [F:1][C:2]1[CH:17]=[C:16]([CH:18]=O)[CH:15]=[CH:14][C:3]=1[O:4][C:5]1[N:6]=[CH:7][C:8]([C:11]([NH2:13])=[O:12])=[N:9][CH:10]=1.[CH2:20]([NH2:25])[CH2:21][CH2:22][CH2:23][CH3:24].[BH4-].[Na+]. Product: [F:1][C:2]1[CH:17]=[C:16]([CH2:18][NH:25][CH2:20][CH2:21][CH2:22][CH2:23][CH3:24])[CH:15]=[CH:14][C:3]=1[O:4][C:5]1[N:6]=[CH:7][C:8]([C:11]([NH2:13])=[O:12])=[N:9][CH:10]=1. The catalyst class is: 5. (2) Reactant: O[Li].O.C(OC(N(C)[C@@H](C)C(N[C@H]1C2(CCOCC2)OC2C=CC=CC=2N(C[C:33]2[C:42]([O:43][CH3:44])=[CH:41][CH:40]=[C:39]3[C:34]=2[CH:35]=[CH:36][C:37]([C:45]([O:47]C)=[O:46])=[CH:38]3)C1=O)=O)=O)(C)(C)C.Cl. Product: [CH3:44][O:43][C:42]1[CH:33]=[C:34]2[C:39](=[CH:40][CH:41]=1)[CH:38]=[C:37]([C:45]([OH:47])=[O:46])[CH:36]=[CH:35]2. The catalyst class is: 90. (3) Product: [CH3:33][S:34]([O:37][C:38]1[CH:43]=[CH:42][CH:41]=[CH:40][C:39]=1[O:44][CH2:12][CH2:13][NH:14][C:15]1[C:16](=[O:32])[N:17]([C:28]([CH3:31])([CH3:30])[CH3:29])[S:18](=[O:27])(=[O:26])[C:19]=1[C:20]1[CH:21]=[CH:22][CH:23]=[CH:24][CH:25]=1)(=[O:36])=[O:35]. The catalyst class is: 23. Reactant: CC1C=CC(S(O[CH2:12][CH2:13][NH:14][C:15]2[C:16](=[O:32])[N:17]([C:28]([CH3:31])([CH3:30])[CH3:29])[S:18](=[O:27])(=[O:26])[C:19]=2[C:20]2[CH:25]=[CH:24][CH:23]=[CH:22][CH:21]=2)(=O)=O)=CC=1.[CH3:33][S:34]([O:37][C:38]1[CH:43]=[CH:42][CH:41]=[CH:40][C:39]=1[OH:44])(=[O:36])=[O:35].C(=O)([O-])[O-].[K+].[K+].